Dataset: Full USPTO retrosynthesis dataset with 1.9M reactions from patents (1976-2016). Task: Predict the reactants needed to synthesize the given product. Given the product [Cl:1][C:2]1[C:11]([CH3:12])=[C:10]2[C:5]([C:6]([N:13]3[CH2:18][CH2:17][N:16]([C:27]([NH:26][C:23]4[CH:24]=[CH:25][C:20]([F:19])=[CH:21][CH:22]=4)=[O:28])[CH2:15][CH2:14]3)=[CH:7][CH:8]=[N:9]2)=[CH:4][CH:3]=1, predict the reactants needed to synthesize it. The reactants are: [Cl:1][C:2]1[C:11]([CH3:12])=[C:10]2[C:5]([C:6]([N:13]3[CH2:18][CH2:17][NH:16][CH2:15][CH2:14]3)=[CH:7][CH:8]=[N:9]2)=[CH:4][CH:3]=1.[F:19][C:20]1[CH:25]=[CH:24][C:23]([N:26]=[C:27]=[O:28])=[CH:22][CH:21]=1.CCCCCC.CCOC(C)=O.